From a dataset of Full USPTO retrosynthesis dataset with 1.9M reactions from patents (1976-2016). Predict the reactants needed to synthesize the given product. (1) Given the product [C:1]([O:5][C:6]([N:8]1[CH2:13][CH2:12][O:11][CH2:10][CH:9]1[CH2:14][N:16]1[CH2:21][CH2:20][N:19]([C:22]2[CH:27]=[CH:26][CH:25]=[C:24]([C:28]3[N:32]([CH3:33])[C:31]4[CH:34]=[CH:35][CH:36]=[CH:37][C:30]=4[N:29]=3)[CH:23]=2)[CH2:18][CH2:17]1)=[O:7])([CH3:4])([CH3:2])[CH3:3], predict the reactants needed to synthesize it. The reactants are: [C:1]([O:5][C:6]([N:8]1[CH2:13][CH2:12][O:11][CH2:10][CH:9]1[C:14]([N:16]1[CH2:21][CH2:20][N:19]([C:22]2[CH:27]=[CH:26][CH:25]=[C:24]([C:28]3[N:32]([CH3:33])[C:31]4[CH:34]=[CH:35][CH:36]=[CH:37][C:30]=4[N:29]=3)[CH:23]=2)[CH2:18][CH2:17]1)=O)=[O:7])([CH3:4])([CH3:3])[CH3:2].[H-].[Al+3].[Li+].[H-].[H-].[H-]. (2) Given the product [C:14]1([CH3:24])[CH:19]=[CH:18][C:17]([S:20]([O:13][CH2:12][CH2:11][CH2:10][C:9]#[C:8][C:5]2[CH:4]=[CH:3][C:2]([Cl:1])=[CH:7][CH:6]=2)(=[O:22])=[O:21])=[CH:16][CH:15]=1, predict the reactants needed to synthesize it. The reactants are: [Cl:1][C:2]1[CH:7]=[CH:6][C:5]([C:8]#[C:9][CH2:10][CH2:11][CH2:12][OH:13])=[CH:4][CH:3]=1.[C:14]1([CH3:24])[CH:19]=[CH:18][C:17]([S:20](Cl)(=[O:22])=[O:21])=[CH:16][CH:15]=1.C(N(CC)CC)C. (3) Given the product [NH:3]1[CH:4]=[CH:5][N:1]=[C:2]1[CH2:6][N:7]([CH2:8][C:9]1[CH:10]=[CH:11][C:12]2[N:16]=[C:15]([CH2:17][CH2:18][CH2:19][CH2:20][N:21]([CH2:22][CH2:23][CH3:24])[CH2:25][CH2:26][CH3:27])[N:14]([CH2:28][CH2:29][CH3:30])[C:13]=2[CH:31]=1)[CH2:42][C:38]1[NH:37][CH:41]=[CH:40][N:39]=1, predict the reactants needed to synthesize it. The reactants are: [NH:1]1[CH:5]=[CH:4][N:3]=[C:2]1[CH2:6][NH:7][CH2:8][C:9]1[CH:10]=[CH:11][C:12]2[N:16]=[C:15]([CH2:17][CH2:18][CH2:19][CH2:20][N:21]([CH2:25][CH2:26][CH3:27])[CH2:22][CH2:23][CH3:24])[N:14]([CH2:28][CH2:29][CH3:30])[C:13]=2[CH:31]=1.C(O)(=O)C.C[N:37]1[CH:41]=[CH:40][N:39]=[C:38]1[CH:42]=O.C([BH3-])#N.[Na+]. (4) Given the product [CH2:1]([C:3]1[CH:11]=[C:10]([C:12]([F:15])([F:14])[F:13])[CH:9]=[CH:8][C:4]=1[C:5]([NH:38][CH2:37][C:33]1[CH:32]=[C:31]([CH:36]=[CH:35][CH:34]=1)[O:30][C:27]1[CH:28]=[CH:29][C:24]([O:23][C:20]([CH3:22])([CH3:21])[C:19]([OH:41])=[O:18])=[C:25]([CH3:39])[CH:26]=1)=[O:7])[CH3:2], predict the reactants needed to synthesize it. The reactants are: [CH2:1]([C:3]1[CH:11]=[C:10]([C:12]([F:15])([F:14])[F:13])[CH:9]=[CH:8][C:4]=1[C:5]([OH:7])=O)[CH3:2].C([O:18][C:19](=[O:41])[C:20]([O:23][C:24]1[CH:29]=[CH:28][C:27]([O:30][C:31]2[CH:36]=[CH:35][CH:34]=[C:33]([CH2:37][NH2:38])[CH:32]=2)=[CH:26][C:25]=1[CH2:39]C)([CH3:22])[CH3:21])C. (5) The reactants are: [Cl:1][C:2]1[CH:22]=[C:21]([S:23][CH3:24])[CH:20]=[CH:19][C:3]=1[CH2:4][N:5]1[C:9]2=[N:10][C:11]([C:14]([O:16][CH3:17])=[O:15])=[CH:12][CH:13]=[C:8]2[N:7]=[C:6]1[CH3:18].ClC1C=CC=C(C(OO)=[O:33])C=1. Given the product [Cl:1][C:2]1[CH:22]=[C:21]([S:23]([CH3:24])=[O:33])[CH:20]=[CH:19][C:3]=1[CH2:4][N:5]1[C:9]2=[N:10][C:11]([C:14]([O:16][CH3:17])=[O:15])=[CH:12][CH:13]=[C:8]2[N:7]=[C:6]1[CH3:18], predict the reactants needed to synthesize it. (6) The reactants are: [C:1]([O:5][CH2:6][CH2:7][CH2:8][CH3:9])(=[O:4])[CH:2]=[CH2:3].[C:10]([OH:14])(=[O:13])[CH:11]=[CH2:12].N(C(C)(C)C#N)=NC(C)(C)C#N. Given the product [C:1]([O:5][CH2:6][CH2:7][CH2:8][CH3:9])(=[O:4])[CH:2]=[CH2:3].[C:10]([OH:14])(=[O:13])[CH:11]=[CH2:12], predict the reactants needed to synthesize it. (7) Given the product [CH3:36][O:35][C:26]1[CH:27]=[C:28]([C:31]([F:34])([F:33])[F:32])[CH:29]=[CH:30][C:25]=1[C:23]([C:9]1[N:10]([S:13]([C:16]2[CH:22]=[CH:21][C:19]([CH3:20])=[CH:18][CH:17]=2)(=[O:15])=[O:14])[CH:11]=[CH:12][C:8]=1[N:4]1[CH:5]=[CH:6][CH:7]=[C:3]1[CH:2]=[O:1])=[O:24], predict the reactants needed to synthesize it. The reactants are: [OH:1][CH2:2][C:3]1[N:4]([C:8]2[CH:12]=[CH:11][N:10]([S:13]([C:16]3[CH:22]=[CH:21][C:19]([CH3:20])=[CH:18][CH:17]=3)(=[O:15])=[O:14])[C:9]=2[C:23]([C:25]2[CH:30]=[CH:29][C:28]([C:31]([F:34])([F:33])[F:32])=[CH:27][C:26]=2[O:35][CH3:36])=[O:24])[CH:5]=[CH:6][CH:7]=1.